This data is from Catalyst prediction with 721,799 reactions and 888 catalyst types from USPTO. The task is: Predict which catalyst facilitates the given reaction. (1) Reactant: C(OC([N:8]1[CH2:13][CH2:12][CH:11]([NH:14][CH2:15][C:16]2[CH:21]=[C:20]([N+:22]([O-:24])=[O:23])[C:19]([OH:25])=[C:18]([O:26][CH3:27])[CH:17]=2)[CH2:10][CH2:9]1)=O)(C)(C)C.Cl. Product: [CH3:27][O:26][C:18]1[CH:17]=[C:16]([CH2:15][NH:14][CH:11]2[CH2:10][CH2:9][NH:8][CH2:13][CH2:12]2)[CH:21]=[C:20]([N+:22]([O-:24])=[O:23])[C:19]=1[OH:25]. The catalyst class is: 135. (2) Reactant: [F:1][C:2]1[CH:7]=[CH:6][CH:5]=[C:4]([O:8][CH2:9][C:10]#[CH:11])[C:3]=1[N+:12]([O-])=O.O.O.[Sn](Cl)Cl. Product: [F:1][C:2]1[CH:7]=[CH:6][CH:5]=[C:4]([O:8][CH2:9][C:10]#[CH:11])[C:3]=1[NH2:12]. The catalyst class is: 25.